This data is from Forward reaction prediction with 1.9M reactions from USPTO patents (1976-2016). The task is: Predict the product of the given reaction. (1) The product is: [Cl:1][C:2]1[CH:3]=[C:4]([C:9]([C:12]2[N:16]([C:17]3[CH:18]=[CH:19][C:20]([F:23])=[CH:21][CH:22]=3)[CH:15]=[N:14][CH:13]=2)([CH3:11])[CH3:10])[CH:5]=[CH:6][C:7]=1[Cl:8]. Given the reactants [Cl:1][C:2]1[CH:3]=[C:4]([C:9]([C:12]2[N:16]([C:17]3[CH:22]=[CH:21][C:20]([F:23])=[CH:19][CH:18]=3)[C:15](S)=[N:14][CH:13]=2)([CH3:11])[CH3:10])[CH:5]=[CH:6][C:7]=1[Cl:8].OO.[OH-].[Na+], predict the reaction product. (2) Given the reactants [CH2:1]([C:3]1[N:7]([C:8]2[N:16]=[C:15]3[C:11]([N:12]=[C:13]([C:18]([CH:20]4[CH2:25][CH2:24][NH:23][CH2:22][CH2:21]4)=[O:19])[N:14]3[CH3:17])=[C:10]([N:26]3[CH2:31][CH2:30][O:29][CH2:28][CH2:27]3)[N:9]=2)[C:6]2[CH:32]=[CH:33][CH:34]=[CH:35][C:5]=2[N:4]=1)[CH3:2].CCN(CC)CC.[C:43](Cl)(=[O:47])[CH:44]([CH3:46])[CH3:45], predict the reaction product. The product is: [CH2:1]([C:3]1[N:7]([C:8]2[N:16]=[C:15]3[C:11]([N:12]=[C:13]([C:18]([CH:20]4[CH2:21][CH2:22][N:23]([C:43](=[O:47])[CH:44]([CH3:46])[CH3:45])[CH2:24][CH2:25]4)=[O:19])[N:14]3[CH3:17])=[C:10]([N:26]3[CH2:27][CH2:28][O:29][CH2:30][CH2:31]3)[N:9]=2)[C:6]2[CH:32]=[CH:33][CH:34]=[CH:35][C:5]=2[N:4]=1)[CH3:2]. (3) Given the reactants C(O)(=O)C.[CH:5]([NH2:7])=[NH:6].[Cl:8][C:9]1[CH:14]=[CH:13][C:12]([S:15][CH2:16][C:17](=O)[CH2:18][C:19](OCC)=[O:20])=[CH:11][CH:10]=1.C1(O)C=CC=CC=1, predict the reaction product. The product is: [Cl:8][C:9]1[CH:10]=[CH:11][C:12]([S:15][CH2:16][C:17]2[N:7]=[CH:5][NH:6][C:19](=[O:20])[CH:18]=2)=[CH:13][CH:14]=1. (4) The product is: [CH3:19][N:20]([CH3:30])[C:21]1[CH:26]=[CH:25][C:24]([C:2]2[CH:18]=[CH:17][C:5]([O:6][CH2:7][C:8]3[CH:9]=[C:10]([C:14]([OH:16])=[O:15])[O:11][C:12]=3[CH3:13])=[CH:4][CH:3]=2)=[CH:23][CH:22]=1. Given the reactants I[C:2]1[CH:18]=[CH:17][C:5]([O:6][CH2:7][C:8]2[CH:9]=[C:10]([C:14]([OH:16])=[O:15])[O:11][C:12]=2[CH3:13])=[CH:4][CH:3]=1.[CH3:19][N:20]([CH3:30])[C:21]1[CH:26]=[CH:25][C:24](B(O)O)=[CH:23][CH:22]=1, predict the reaction product.